Task: Predict the product of the given reaction.. Dataset: Forward reaction prediction with 1.9M reactions from USPTO patents (1976-2016) Given the reactants [N+:1]([C:4]1[CH:9]=[CH:8][CH:7]=[C:6]([N+:10]([O-])=O)[C:5]=1[CH:13]=[CH2:14])([O-:3])=[O:2].C(O)C.O.O.O.O.O.O.O.O.O.[S-2].[Na+].[Na+], predict the reaction product. The product is: [N+:1]([C:4]1[C:5]([CH:13]=[CH2:14])=[C:6]([CH:7]=[CH:8][CH:9]=1)[NH2:10])([O-:3])=[O:2].